Dataset: NCI-60 drug combinations with 297,098 pairs across 59 cell lines. Task: Regression. Given two drug SMILES strings and cell line genomic features, predict the synergy score measuring deviation from expected non-interaction effect. (1) Drug 1: CN(C(=O)NC(C=O)C(C(C(CO)O)O)O)N=O. Drug 2: CC1=C(C(=O)C2=C(C1=O)N3CC4C(C3(C2COC(=O)N)OC)N4)N. Cell line: M14. Synergy scores: CSS=29.0, Synergy_ZIP=-0.897, Synergy_Bliss=-0.219, Synergy_Loewe=-55.3, Synergy_HSA=-1.59. (2) Drug 1: COC1=C(C=C2C(=C1)N=CN=C2NC3=CC(=C(C=C3)F)Cl)OCCCN4CCOCC4. Drug 2: CCN(CC)CCCC(C)NC1=C2C=C(C=CC2=NC3=C1C=CC(=C3)Cl)OC. Cell line: RXF 393. Synergy scores: CSS=45.2, Synergy_ZIP=-2.29, Synergy_Bliss=6.42, Synergy_Loewe=7.32, Synergy_HSA=9.58. (3) Drug 1: C1C(C(OC1N2C=C(C(=O)NC2=O)F)CO)O. Drug 2: CCC1(CC2CC(C3=C(CCN(C2)C1)C4=CC=CC=C4N3)(C5=C(C=C6C(=C5)C78CCN9C7C(C=CC9)(C(C(C8N6C)(C(=O)OC)O)OC(=O)C)CC)OC)C(=O)OC)O.OS(=O)(=O)O. Cell line: LOX IMVI. Synergy scores: CSS=11.0, Synergy_ZIP=3.34, Synergy_Bliss=4.07, Synergy_Loewe=-17.9, Synergy_HSA=-2.04. (4) Drug 1: C1CCC(C1)C(CC#N)N2C=C(C=N2)C3=C4C=CNC4=NC=N3. Drug 2: C1=CC=C(C=C1)NC(=O)CCCCCCC(=O)NO. Cell line: PC-3. Synergy scores: CSS=3.17, Synergy_ZIP=-2.73, Synergy_Bliss=-4.81, Synergy_Loewe=-14.8, Synergy_HSA=-6.31. (5) Drug 1: C1=CN(C=N1)CC(O)(P(=O)(O)O)P(=O)(O)O. Drug 2: C1CC(=O)NC(=O)C1N2C(=O)C3=CC=CC=C3C2=O. Cell line: MDA-MB-231. Synergy scores: CSS=3.65, Synergy_ZIP=-1.31, Synergy_Bliss=0.265, Synergy_Loewe=-0.839, Synergy_HSA=-0.516. (6) Cell line: SNB-19. Synergy scores: CSS=27.3, Synergy_ZIP=6.73, Synergy_Bliss=8.01, Synergy_Loewe=7.44, Synergy_HSA=7.42. Drug 1: CC12CCC(CC1=CCC3C2CCC4(C3CC=C4C5=CN=CC=C5)C)O. Drug 2: CCN(CC)CCCC(C)NC1=C2C=C(C=CC2=NC3=C1C=CC(=C3)Cl)OC. (7) Drug 1: COC1=CC(=CC(=C1O)OC)C2C3C(COC3=O)C(C4=CC5=C(C=C24)OCO5)OC6C(C(C7C(O6)COC(O7)C8=CC=CS8)O)O. Drug 2: CN1C2=C(C=C(C=C2)N(CCCl)CCCl)N=C1CCCC(=O)O.Cl. Cell line: SF-539. Synergy scores: CSS=40.3, Synergy_ZIP=-1.67, Synergy_Bliss=-1.38, Synergy_Loewe=-33.0, Synergy_HSA=-0.896.